From a dataset of Reaction yield outcomes from USPTO patents with 853,638 reactions. Predict the reaction yield, written as a fraction of the theoretical maximum amount of product (1.0 means a 100% yield; for example, 0.34 means a 34% yield). (1) The reactants are [C:1]1(C2C=CC=CC=2)[CH:6]=[CH:5][C:4]([CH2:7][N:8]([CH2:16][CH2:17][CH2:18][N:19]([CH2:29][C:30]2[CH:35]=[CH:34][C:33](C3C=CC=CC=3)=[CH:32][CH:31]=2)[C:20]([O:22][CH2:23][C:24]2[S:28][CH:27]=[N:26][CH:25]=2)=[O:21])C(=O)OC(C)(C)C)=[CH:3][CH:2]=1.[CH3:48][C:49]([CH3:53])([CH3:52])[CH:50]=O.CC(O)=O. No catalyst specified. The product is [CH2:29]([N:19]([CH2:18][CH2:17][CH2:16][N:8]([CH2:7][C:4]1[CH:3]=[CH:2][CH:1]=[CH:6][CH:5]=1)[CH2:50][C:49]([CH3:53])([CH3:52])[CH3:48])[C:20](=[O:21])[O:22][CH2:23][C:24]1[S:28][CH:27]=[N:26][CH:25]=1)[C:30]1[CH:35]=[CH:34][CH:33]=[CH:32][CH:31]=1. The yield is 0.170. (2) The reactants are [Br:1][C:2]1[CH:10]=[C:9]([NH:11][C:12]([O:14][C:15]([CH3:18])([CH3:17])[CH3:16])=[O:13])[C:8]([O:19][CH3:20])=[C:7]2[C:3]=1[C:4]1[CH:31]=[C:30]([CH3:32])[CH:29]=[N:28][C:5]=1[N:6]2[C:21]([O:23][C:24]([CH3:27])([CH3:26])[CH3:25])=[O:22].[H-].[Na+].[CH3:35]I. The catalyst is CN(C=O)C. The product is [Br:1][C:2]1[CH:10]=[C:9]([N:11]([C:12]([O:14][C:15]([CH3:18])([CH3:16])[CH3:17])=[O:13])[CH3:35])[C:8]([O:19][CH3:20])=[C:7]2[C:3]=1[C:4]1[CH:31]=[C:30]([CH3:32])[CH:29]=[N:28][C:5]=1[N:6]2[C:21]([O:23][C:24]([CH3:25])([CH3:26])[CH3:27])=[O:22]. The yield is 0.750. (3) The reactants are [CH3:1][N:2]1[CH2:6][CH2:5][CH:4]([C:7]2[CH2:8][C@:9](C(OC(C)(C)C)=O)([CH:11]=[CH:12][C:13]=2[Cl:14])[NH2:10])[CH2:3]1. The catalyst is Cl.O1CCOCC1. The product is [CH3:1][N:2]1[CH2:6][CH2:5][C@H:4]([C:7]2[CH:8]=[C:9]([CH:11]=[CH:12][C:13]=2[Cl:14])[NH2:10])[CH2:3]1. The yield is 1.00. (4) The reactants are CS(O[CH2:6][CH2:7][C:8]1[CH:9]=[C:10]([NH:21][C:22](=[O:31])[O:23][CH2:24][C:25]2[CH:30]=[CH:29][CH:28]=[CH:27][CH:26]=2)[CH:11]=[CH:12][C:13]=1[CH2:14][CH2:15]OS(C)(=O)=O)(=O)=O.[S-2:32].[Na+].[Na+]. The catalyst is CS(C)=O. The product is [CH2:14]1[C:13]2[CH:12]=[CH:11][C:10]([NH:21][C:22](=[O:31])[O:23][CH2:24][C:25]3[CH:30]=[CH:29][CH:28]=[CH:27][CH:26]=3)=[CH:9][C:8]=2[CH2:7][CH2:6][S:32][CH2:15]1. The yield is 0.710.